Dataset: Reaction yield outcomes from USPTO patents with 853,638 reactions. Task: Predict the reaction yield, written as a fraction of the theoretical maximum amount of product (1.0 means a 100% yield; for example, 0.34 means a 34% yield). The reactants are [CH2:1]([O:3][C:4]([C:6]1[C:7]([CH3:23])=[N:8][C:9]2[C:14]([C:15]=1[NH2:16])=[C:13]([O:17][CH2:18][C:19]([NH2:22])([CH3:21])[CH3:20])[CH:12]=[CH:11][CH:10]=2)=[O:5])[CH3:2].[C:24](O)(=[O:31])[C:25]1[CH:30]=[CH:29][N:28]=[CH:27][CH:26]=1.CCN=C=NCCCN(C)C.C1C=CC2N(O)N=NC=2C=1.C(N(CC)CC)C. The catalyst is CN(C=O)C. The product is [CH2:1]([O:3][C:4]([C:6]1[C:7]([CH3:23])=[N:8][C:9]2[C:14]([C:15]=1[NH2:16])=[C:13]([O:17][CH2:18][C:19]([NH:22][C:24](=[O:31])[C:25]1[CH:30]=[CH:29][N:28]=[CH:27][CH:26]=1)([CH3:20])[CH3:21])[CH:12]=[CH:11][CH:10]=2)=[O:5])[CH3:2]. The yield is 0.830.